Dataset: Reaction yield outcomes from USPTO patents with 853,638 reactions. Task: Predict the reaction yield, written as a fraction of the theoretical maximum amount of product (1.0 means a 100% yield; for example, 0.34 means a 34% yield). (1) The reactants are C([N:8]1[CH2:13][CH2:12][C:11]([CH2:15][NH:16][C:17]([N:19]2[C:27]3[C:22](=[CH:23][CH:24]=[CH:25][CH:26]=3)[C:21]([CH3:29])([CH3:28])[C:20]2=[O:30])=[O:18])([OH:14])[CH2:10][CH2:9]1)C1C=CC=CC=1. The catalyst is Cl.CO.[OH-].[Pd+2].[OH-]. The product is [OH:14][C:11]1([CH2:15][NH:16][C:17]([N:19]2[C:27]3[C:22](=[CH:23][CH:24]=[CH:25][CH:26]=3)[C:21]([CH3:28])([CH3:29])[C:20]2=[O:30])=[O:18])[CH2:12][CH2:13][NH:8][CH2:9][CH2:10]1. The yield is 0.340. (2) The product is [CH2:1]([C:5]1[C:6]([CH3:17])=[C:7]([C:15]#[N:16])[C:8]2[N:9]([CH:12]=[CH:13][N:14]=2)[C:10]=1[Cl:20])[CH2:2][CH2:3][CH3:4]. The yield is 0.970. The reactants are [CH2:1]([C:5]1[C:10](=O)[N:9]2[CH:12]=[CH:13][NH:14][C:8]2=[C:7]([C:15]#[N:16])[C:6]=1[CH3:17])[CH2:2][CH2:3][CH3:4].P(Cl)(Cl)([Cl:20])=O. No catalyst specified. (3) The reactants are [F:1][CH:2]([CH2:12][CH2:13][N:14]1[CH:19]=[CH:18][C:17]([NH:20][C:21](=[O:29])[CH2:22][C:23]2[CH:28]=[CH:27][CH:26]=[CH:25][CH:24]=2)=[CH:16][C:15]1=[O:30])[CH2:3][N:4]1[CH:8]=[C:7]([C:9]([OH:11])=O)[N:6]=[N:5]1.[F:31][C:32]1[CH:37]=[CH:36][C:35]([O:38][C:39]([F:42])([F:41])[F:40])=[CH:34][C:33]=1[CH2:43][NH2:44].CN(C(ON1N=NC2C=CC=NC1=2)=[N+](C)C)C.F[P-](F)(F)(F)(F)F.CCN(C(C)C)C(C)C. The catalyst is CN(C=O)C. The product is [F:1][CH:2]([CH2:12][CH2:13][N:14]1[CH:19]=[CH:18][C:17]([NH:20][C:21](=[O:29])[CH2:22][C:23]2[CH:28]=[CH:27][CH:26]=[CH:25][CH:24]=2)=[CH:16][C:15]1=[O:30])[CH2:3][N:4]1[CH:8]=[C:7]([C:9]([NH:44][CH2:43][C:33]2[CH:34]=[C:35]([O:38][C:39]([F:40])([F:41])[F:42])[CH:36]=[CH:37][C:32]=2[F:31])=[O:11])[N:6]=[N:5]1. The yield is 0.750. (4) The reactants are [NH2:1][C@H:2](C(N)=O)[CH2:3][C:4]1C=CC(O)=C[CH:5]=1.Cl.C([N:17]([CH2:20]C)[CH2:18][CH3:19])C. The catalyst is O1CCOCC1. The product is [N:17]1[C:18]2[CH:19]=[CH:5][CH:4]=[CH:3][C:2]=2[NH:1][CH:20]=1. The yield is 0.720. (5) The reactants are Cl.Cl.[CH:3]([N:6]([C:8]([C:10]1[N:19]=[C:18]2[N:12]([CH2:13][CH2:14][O:15][C:16]3[CH:23]=[C:22]([Br:24])[CH:21]=[CH:20][C:17]=32)[CH:11]=1)=[O:9])[NH2:7])([CH3:5])[CH3:4].[CH3:25][O:26][CH2:27][C:28](Cl)=[O:29]. The catalyst is C(Cl)Cl. The product is [CH:3]([N:6]([C:8]([C:10]1[N:19]=[C:18]2[N:12]([CH2:13][CH2:14][O:15][C:16]3[CH:23]=[C:22]([Br:24])[CH:21]=[CH:20][C:17]=32)[CH:11]=1)=[O:9])[NH:7][C:28](=[O:29])[CH2:27][O:26][CH3:25])([CH3:5])[CH3:4]. The yield is 0.860. (6) The reactants are [Br:1][C:2]1[CH:3]=[C:4]([C:10]2[C:18]3[C:13](=[N:14][CH:15]=[N:16][C:17]=3[NH2:19])[N:12]([CH:20]([CH3:22])[CH3:21])[N:11]=2)[CH:5]=[C:6]([O:8]C)[CH:7]=1.B(Br)(Br)Br. The catalyst is C(Cl)Cl. The product is [NH2:19][C:17]1[N:16]=[CH:15][N:14]=[C:13]2[N:12]([CH:20]([CH3:22])[CH3:21])[N:11]=[C:10]([C:4]3[CH:5]=[C:6]([OH:8])[CH:7]=[C:2]([Br:1])[CH:3]=3)[C:18]=12. The yield is 0.310.